Dataset: Reaction yield outcomes from USPTO patents with 853,638 reactions. Task: Predict the reaction yield, written as a fraction of the theoretical maximum amount of product (1.0 means a 100% yield; for example, 0.34 means a 34% yield). The reactants are C(OC([NH:8][C:9]1[S:13][C:12]([C:14]2[C:19]([F:20])=[CH:18][CH:17]=[CH:16][C:15]=2[F:21])=[N:11][C:10]=1[C:22]([NH:24][C:25]1[CH:29]=[N:28][N:27]([CH3:30])[C:26]=1[N:31]1[CH2:37][CH2:36][C@H:35](O)[C@H:34]([NH:39][C:40](=[O:46])[O:41]C(C)(C)C)[CH2:33][CH2:32]1)=[O:23])=O)(C)(C)C.[H-].[Na+].CO. The catalyst is CN(C=O)C.Cl.O1CCOCC1. The product is [O:46]=[C:40]1[NH:39][C@@H:34]2[CH2:33][CH2:32][N:31]([C:26]3[N:27]([CH3:30])[N:28]=[CH:29][C:25]=3[NH:24][C:22]([C:10]3[N:11]=[C:12]([C:14]4[C:19]([F:20])=[CH:18][CH:17]=[CH:16][C:15]=4[F:21])[S:13][C:9]=3[NH2:8])=[O:23])[CH2:37][CH2:36][C@@H:35]2[O:41]1. The yield is 0.410.